Dataset: Reaction yield outcomes from USPTO patents with 853,638 reactions. Task: Predict the reaction yield, written as a fraction of the theoretical maximum amount of product (1.0 means a 100% yield; for example, 0.34 means a 34% yield). (1) The reactants are [C:1]([C:3]1[CH:10]=[CH:9][C:6]([CH:7]=[O:8])=[CH:5][CH:4]=1)#[N:2].C(OC1C=C(C=C(OCC2C=CC=CC=2)C=1)CN)C1C=CC=CC=1. No catalyst specified. The product is [OH:8][CH2:7][C:6]1[CH:9]=[CH:10][C:3]([CH2:1][NH2:2])=[CH:4][CH:5]=1. The yield is 0.460. (2) The reactants are [CH3:1][C:2]1([CH3:22])[CH:14]=[C:13]2[C:5](=[C:6]3[C:11](=[CH:12]2)[CH:10]=[CH:9][C:8]2[CH:15]=[CH:16][C:17](B(O)O)=[CH:18][C:7]3=2)[CH:4]=[CH:3]1.Br[C:24]1[CH:25]=[C:26]([C:31]2[N:36]=[C:35]([C:37]3[CH:42]=[CH:41][CH:40]=[CH:39][CH:38]=3)[N:34]=[C:33]([C:43]3[CH:48]=[CH:47][CH:46]=[CH:45][CH:44]=3)[N:32]=2)[CH:27]=[C:28](Br)[CH:29]=1.C([O-])([O-])=O.[K+].[K+].[N:55]1[CH:60]=[CH:59][CH:58]=[CH:57][C:56]=1[C:61]1[CH:66]=[CH:65][C:64](B(O)O)=[CH:63][CH:62]=1. The catalyst is C1C=CC([P]([Pd]([P](C2C=CC=CC=2)(C2C=CC=CC=2)C2C=CC=CC=2)([P](C2C=CC=CC=2)(C2C=CC=CC=2)C2C=CC=CC=2)[P](C2C=CC=CC=2)(C2C=CC=CC=2)C2C=CC=CC=2)(C2C=CC=CC=2)C2C=CC=CC=2)=CC=1.C(O)C.C1(C)C=CC=CC=1. The product is [CH3:1][C:2]1([CH3:22])[CH:14]=[C:13]2[C:5](=[C:6]3[C:11](=[CH:12]2)[CH:10]=[CH:9][C:8]2[CH:15]=[CH:16][C:17]([C:24]4[CH:25]=[C:26]([C:31]5[N:36]=[C:35]([C:37]6[CH:42]=[CH:41][CH:40]=[CH:39][CH:38]=6)[N:34]=[C:33]([C:43]6[CH:48]=[CH:47][CH:46]=[CH:45][CH:44]=6)[N:32]=5)[CH:27]=[C:28]([C:64]5[CH:63]=[CH:62][C:61]([C:56]6[CH:57]=[CH:58][CH:59]=[CH:60][N:55]=6)=[CH:66][CH:65]=5)[CH:29]=4)=[CH:18][C:7]3=2)[CH:4]=[CH:3]1. The yield is 0.380.